Dataset: Forward reaction prediction with 1.9M reactions from USPTO patents (1976-2016). Task: Predict the product of the given reaction. (1) Given the reactants [CH3:1][C:2]1[N:3]=[C:4]([CH2:20][CH2:21][CH3:22])[N:5]([CH2:9][CH2:10][O:11][C:12]2[CH:19]=[CH:18][C:15]([CH:16]=O)=[CH:14][CH:13]=2)[C:6](=[O:8])[CH:7]=1.[S:23]1[CH2:27][C:26](=[O:28])[NH:25][C:24]1=[O:29].C(O)(=O)C1C=CC=CC=1.N1CCCCC1, predict the reaction product. The product is: [CH3:1][C:2]1[N:3]=[C:4]([CH2:20][CH2:21][CH3:22])[N:5]([CH2:9][CH2:10][O:11][C:12]2[CH:19]=[CH:18][C:15]([CH:16]=[C:27]3[S:23][C:24](=[O:29])[NH:25][C:26]3=[O:28])=[CH:14][CH:13]=2)[C:6](=[O:8])[CH:7]=1. (2) Given the reactants Cl[C:2]1[C:11]([CH3:12])=[C:10]([Cl:13])[C:9]2[C:4](=[CH:5][C:6]([F:15])=[CH:7][C:8]=2[F:14])[N:3]=1.[F:16][C:17]1[CH:18]=[CH:19][C:20]([S:26][CH3:27])=[C:21](B(O)O)[CH:22]=1, predict the reaction product. The product is: [Cl:13][C:10]1[C:9]2[C:4](=[CH:5][C:6]([F:15])=[CH:7][C:8]=2[F:14])[N:3]=[C:2]([C:19]2[CH:18]=[C:17]([F:16])[CH:22]=[CH:21][C:20]=2[S:26][CH3:27])[C:11]=1[CH3:12]. (3) Given the reactants [Cl:1][C:2]1[C:3]([NH:17][C@@H:18]([C:20]2[CH:25]=[CH:24][CH:23]=[C:22]([O:26]C)[CH:21]=2)[CH3:19])=[N:4][C:5]([NH:8][C:9]2[CH:10]=[C:11]([CH2:15]O)[CH:12]=[CH:13][CH:14]=2)=[N:6][CH:7]=1.C(Cl)Cl.B(Br)(Br)[Br:32].C([O-])(O)=O.[Na+], predict the reaction product. The product is: [Br:32][CH2:15][C:11]1[CH:10]=[C:9]([NH:8][C:5]2[N:4]=[C:3]([NH:17][C@@H:18]([C:20]3[CH:21]=[C:22]([OH:26])[CH:23]=[CH:24][CH:25]=3)[CH3:19])[C:2]([Cl:1])=[CH:7][N:6]=2)[CH:14]=[CH:13][CH:12]=1. (4) Given the reactants C([O:8][C:9]1[CH:43]=[CH:42][C:12]([C:13]([O:15][C@H:16]([C:27]2[CH:32]=[CH:31][C:30]([O:33][CH:34]([F:36])[F:35])=[C:29]([O:37][CH2:38][CH:39]3[CH2:41][CH2:40]3)[CH:28]=2)[CH2:17][C:18]2[C:23]([Cl:24])=[CH:22][N+:21]([O-:25])=[CH:20][C:19]=2[Cl:26])=[O:14])=[CH:11][C:10]=1[O:44][S:45]([CH3:48])(=[O:47])=[O:46])C1C=CC=CC=1, predict the reaction product. The product is: [Cl:26][C:19]1[CH:20]=[N+:21]([O-:25])[CH:22]=[C:23]([Cl:24])[C:18]=1[CH2:17][C@@H:16]([C:27]1[CH:32]=[CH:31][C:30]([O:33][CH:34]([F:35])[F:36])=[C:29]([O:37][CH2:38][CH:39]2[CH2:41][CH2:40]2)[CH:28]=1)[O:15][C:13](=[O:14])[C:12]1[CH:42]=[CH:43][C:9]([OH:8])=[C:10]([O:44][S:45]([CH3:48])(=[O:47])=[O:46])[CH:11]=1. (5) Given the reactants [C:1](OC=C)(=[O:3])[CH3:2].[F:7][C:8]([F:12])=[C:9]([F:11])[F:10].[OH-].[Na+], predict the reaction product. The product is: [CH:1]([OH:3])=[CH2:2].[F:7][C:8]([F:12])=[C:9]([F:11])[F:10]. (6) Given the reactants [CH2:1]1N2CN3CN(C2)[CH2:3][N:2]1[CH2:9]3.Cl[CH2:12][C:13]([C:15]1[CH:16]=[CH:17][C:18]2OCC(=O)N[C:19]=2[CH:25]=1)=O.Cl.[C:27](Cl)(=O)[C:28]1C=CC=N[CH:29]=1.C(N(CC)CC)C.[O:43]=[C:44]([C:55]1[CH:56]=[CH:57][C:58]2[O:63][CH2:62][C:61](=[O:64])[NH:60][C:59]=2[CH:65]=1)[CH2:45][NH:46]C(=O)C1C=CC=NC=1, predict the reaction product. The product is: [CH3:1][N:2]1[CH2:9][CH2:29][C:28](=[C:13]2[C:12]3[C:59](=[CH:65][CH:55]=[CH:44][CH:45]=3)[CH:58]=[CH:57][C:25]3[C:15]2=[CH:16][CH:17]=[CH:18][CH:19]=3)[CH2:27][CH2:3]1.[NH2:46][CH2:45][C:44]([C:55]1[CH:56]=[CH:57][C:58]2[O:63][CH2:62][C:61](=[O:64])[NH:60][C:59]=2[CH:65]=1)=[O:43]. (7) Given the reactants [Cl:1][C:2]1[N:7]=[N:6][C:5]([C:8]([OH:10])=O)=[CH:4][CH:3]=1.S(Cl)(Cl)=O.[NH2:15][CH2:16][CH:17]([CH:19]1[CH2:21][CH2:20]1)[OH:18].C(N(CC)CC)C, predict the reaction product. The product is: [CH:19]1([CH:17]([OH:18])[CH2:16][NH:15][C:8]([C:5]2[N:6]=[N:7][C:2]([Cl:1])=[CH:3][CH:4]=2)=[O:10])[CH2:21][CH2:20]1. (8) Given the reactants [CH3:1][C:2]1[N:3]=[CH:4][C:5]([C:8]2[N:12]([C:13]3[CH:14]=[N:15][CH:16]=[CH:17][CH:18]=3)[N:11]=[C:10]([C:19]([OH:21])=O)[CH:9]=2)=[N:6][CH:7]=1.[C:22]([NH2:26])([CH3:25])([CH3:24])[CH3:23], predict the reaction product. The product is: [C:22]([NH:26][C:19]([C:10]1[CH:9]=[C:8]([C:5]2[CH:4]=[N:3][C:2]([CH3:1])=[CH:7][N:6]=2)[N:12]([C:13]2[CH:14]=[N:15][CH:16]=[CH:17][CH:18]=2)[N:11]=1)=[O:21])([CH3:25])([CH3:24])[CH3:23]. (9) Given the reactants [F:1][C:2]([F:41])([F:40])[C:3]1[CH:4]=[C:5]([C@H:13]2[O:17][C:16](=[O:18])[N:15]([CH2:19][C:20]3[CH:25]=[C:24](Br)[CH:23]=[CH:22][C:21]=3[C:27]3[CH:32]=[C:31]([CH:33]([CH3:35])[CH3:34])[C:30]([F:36])=[CH:29][C:28]=3[O:37][CH3:38])[C@H:14]2[CH3:39])[CH:6]=[C:7]([C:9]([F:12])([F:11])[F:10])[CH:8]=1.[CH3:42]B1OB(C)OB(C)O1.C(=O)([O-])[O-].[K+].[K+], predict the reaction product. The product is: [F:1][C:2]([F:41])([F:40])[C:3]1[CH:4]=[C:5]([C@H:13]2[O:17][C:16](=[O:18])[N:15]([CH2:19][C:20]3[CH:25]=[C:24]([CH3:42])[CH:23]=[CH:22][C:21]=3[C:27]3[CH:32]=[C:31]([CH:33]([CH3:35])[CH3:34])[C:30]([F:36])=[CH:29][C:28]=3[O:37][CH3:38])[C@H:14]2[CH3:39])[CH:6]=[C:7]([C:9]([F:12])([F:11])[F:10])[CH:8]=1. (10) Given the reactants [F:1][C:2]1[C:3]([C:31]2[CH:36]=[CH:35][C:34]([NH:37][S:38]([CH3:41])(=[O:40])=[O:39])=[C:33]([O:42][CH3:43])[CH:32]=2)=[C:4]2[C:14]3[C:9](=[CH:10][N:11]=[C:12]([C:15]4[CH:16]=[N:17][CH:18]=[CH:19][CH:20]=4)[CH:13]=3)[N:8](S(C3C=CC(C)=CC=3)(=O)=O)[C:5]2=[N:6][CH:7]=1.O.[OH-].[Li+], predict the reaction product. The product is: [F:1][C:2]1[C:3]([C:31]2[CH:36]=[CH:35][C:34]([NH:37][S:38]([CH3:41])(=[O:40])=[O:39])=[C:33]([O:42][CH3:43])[CH:32]=2)=[C:4]2[C:14]3[C:9](=[CH:10][N:11]=[C:12]([C:15]4[CH:16]=[N:17][CH:18]=[CH:19][CH:20]=4)[CH:13]=3)[NH:8][C:5]2=[N:6][CH:7]=1.